Dataset: Full USPTO retrosynthesis dataset with 1.9M reactions from patents (1976-2016). Task: Predict the reactants needed to synthesize the given product. (1) Given the product [NH2:1][C@@H:2]([C:5]([OH:7])=[O:6])[CH2:3][C:32]1[CH:37]=[CH:36][CH:35]=[CH:34][CH:33]=1, predict the reactants needed to synthesize it. The reactants are: [NH2:1][C@@H:2]([C:5]([OH:7])=[O:6])[CH2:3]O.N[C@@H](C(O)=O)CC(=O)N.N[C@@H](C(O)=O)CC(C)C.N[C@@H](C(O)=O)CC1[C:37]2[C:32](=[CH:33][CH:34]=[CH:35][CH:36]=2)NC=1. (2) Given the product [Br:16][C:17]1[C:18]([OH:24])=[CH:19][C:20]([OH:21])=[C:22]([CH:23]=1)[C:8]([C:7]1[CH:11]=[CH:12][CH:13]=[CH:14][C:6]=1[C:5]([OH:10])=[O:15])=[O:9], predict the reactants needed to synthesize it. The reactants are: [Cl-].[Al+3].[Cl-].[Cl-].[C:5]1(=[O:15])[O:10][C:8](=[O:9])[C:7]2=[CH:11][CH:12]=[CH:13][CH:14]=[C:6]12.[Br:16][C:17]1[CH:23]=[CH:22][C:20]([OH:21])=[CH:19][C:18]=1[OH:24].C(O)(=O)C1C(=CC=CC=1)C(O)=O. (3) Given the product [CH3:21][O:20][C:18](=[O:19])[C:17]([NH:1][C:2]1[CH:7]=[CH:6][C:5]([Cl:8])=[CH:4][N:3]=1)=[O:23], predict the reactants needed to synthesize it. The reactants are: [NH2:1][C:2]1[CH:7]=[CH:6][C:5]([Cl:8])=[CH:4][N:3]=1.C(N(CC)CC)C.Cl[C:17](=[O:23])[C:18]([O:20][CH2:21]C)=[O:19].C(=O)([O-])O.[Na+]. (4) Given the product [NH:2]1[C:6]2[CH:7]=[CH:8][C:9]([C:11]3[NH:12][C:13]4[N:14]([N:18]=[CH:19][C:20]=4[C:21]4[O:22][CH:23]=[C:24]([CH3:25])[N:26]=4)[C:15](=[O:17])[CH:16]=3)=[CH:10][C:5]=2[N:4]=[N:3]1, predict the reactants needed to synthesize it. The reactants are: Cl.[NH:2]1[C:6]2[CH:7]=[CH:8][C:9]([C:11]3[NH:12][C:13]4[N:14]([N:18]=[CH:19][C:20]=4[C:21](=[NH:26])[O:22][CH2:23][C:24]#[CH:25])[C:15](=[O:17])[CH:16]=3)=[CH:10][C:5]=2[N:4]=[N:3]1.CCN(C(C)C)C(C)C. (5) Given the product [F:20][C:19]1[CH:18]=[CH:17][C:13]([C:14]([OH:16])=[O:15])=[CH:12][C:11]=1[S:8]([OH:10])=[O:9], predict the reactants needed to synthesize it. The reactants are: S([O-])([O-])=O.[Na+].[Na+].Cl[S:8]([C:11]1[CH:12]=[C:13]([CH:17]=[CH:18][C:19]=1[F:20])[C:14]([OH:16])=[O:15])(=[O:10])=[O:9].[OH-].[Na+].